From a dataset of Full USPTO retrosynthesis dataset with 1.9M reactions from patents (1976-2016). Predict the reactants needed to synthesize the given product. (1) Given the product [F:12][C:13]1[CH:14]=[C:15]([CH:16]=[CH:17][C:18]=1[F:19])[O:20][Si:4]([CH:8]([CH3:10])[CH3:9])([CH:5]([CH3:7])[CH3:6])[CH:1]([CH3:3])[CH3:2], predict the reactants needed to synthesize it. The reactants are: [CH:1]([Si:4](Cl)([CH:8]([CH3:10])[CH3:9])[CH:5]([CH3:7])[CH3:6])([CH3:3])[CH3:2].[F:12][C:13]1[CH:14]=[C:15]([OH:20])[CH:16]=[CH:17][C:18]=1[F:19].N1C=CN=C1. (2) Given the product [Cl:1][C:2]1[CH:3]=[CH:4][C:5]([O:6][CH2:7][C:8]([N:10]2[CH2:11][CH2:12][N:13]([CH2:16][C:17]3[N:26]([C:27]4[CH:28]=[C:29]([CH2:30][N:42]5[CH2:47][CH2:46][NH:45][CH2:44][CH2:43]5)[CH:32]=[CH:33][C:34]=4[O:35][CH:36]([CH3:38])[CH3:37])[C:25](=[O:39])[C:24]4[C:19](=[CH:20][CH:21]=[CH:22][CH:23]=4)[N:18]=3)[CH2:14][CH2:15]2)=[O:9])=[CH:40][CH:41]=1, predict the reactants needed to synthesize it. The reactants are: [Cl:1][C:2]1[CH:41]=[CH:40][C:5]([O:6][CH2:7][C:8]([N:10]2[CH2:15][CH2:14][N:13]([CH2:16][C:17]3[N:26]([C:27]4[CH:28]=[C:29]([CH:32]=[CH:33][C:34]=4[O:35][CH:36]([CH3:38])[CH3:37])[CH:30]=O)[C:25](=[O:39])[C:24]4[C:19](=[CH:20][CH:21]=[CH:22][CH:23]=4)[N:18]=3)[CH2:12][CH2:11]2)=[O:9])=[CH:4][CH:3]=1.[NH:42]1[CH2:47][CH2:46][NH:45][CH2:44][CH2:43]1.C([BH3-])#N.[Na+]. (3) Given the product [CH3:1][C:2]1[C:6]([CH2:7][N:8]2[CH:12]=[C:11]([N:13]3[C:17](=[O:18])[CH2:16][N:15]([CH2:22][CH2:23][O:24][C:25]4[CH:30]=[CH:29][CH:28]=[CH:27][CH:26]=4)[C:14]3=[O:19])[CH:10]=[N:9]2)=[C:5]([CH3:20])[O:4][N:3]=1, predict the reactants needed to synthesize it. The reactants are: [CH3:1][C:2]1[C:6]([CH2:7][N:8]2[CH:12]=[C:11]([N:13]3[C:17](=[O:18])[CH2:16][NH:15][C:14]3=[O:19])[CH:10]=[N:9]2)=[C:5]([CH3:20])[O:4][N:3]=1.Br[CH2:22][CH2:23][O:24][C:25]1[CH:30]=[CH:29][CH:28]=[CH:27][CH:26]=1.C(=O)([O-])[O-].[Cs+].[Cs+].